From a dataset of Forward reaction prediction with 1.9M reactions from USPTO patents (1976-2016). Predict the product of the given reaction. (1) Given the reactants Cl[CH:2]([C:9]1[CH:10]=[N:11][CH:12]=[CH:13][CH:14]=1)[C:3]1[CH:4]=[N:5][CH:6]=[CH:7][CH:8]=1.[N:15]1([C:21]([O:23][C:24]([CH3:27])([CH3:26])[CH3:25])=[O:22])[CH2:20][CH2:19][NH:18][CH2:17][CH2:16]1, predict the reaction product. The product is: [N:5]1[CH:6]=[CH:7][CH:8]=[C:3]([CH:2]([C:9]2[CH:10]=[N:11][CH:12]=[CH:13][CH:14]=2)[N:18]2[CH2:17][CH2:16][N:15]([C:21]([O:23][C:24]([CH3:27])([CH3:26])[CH3:25])=[O:22])[CH2:20][CH2:19]2)[CH:4]=1. (2) Given the reactants [CH:1]([C@H:3]1[CH2:7][O:6][C:5]([CH3:9])([CH3:8])[N:4]1[C:10]([O:12][C:13]([CH3:16])([CH3:15])[CH3:14])=[O:11])=O.[C:17]([CH:22]=P(C1C=CC=CC=1)(C1C=CC=CC=1)C1C=CC=CC=1)([O:19][CH2:20][CH3:21])=[O:18], predict the reaction product. The product is: [CH2:20]([O:19][C:17](=[O:18])/[CH:22]=[CH:1]/[C@H:3]1[CH2:7][O:6][C:5]([CH3:9])([CH3:8])[N:4]1[C:10]([O:12][C:13]([CH3:16])([CH3:15])[CH3:14])=[O:11])[CH3:21]. (3) Given the reactants [CH3:1][OH:2].[CH2:3]1[CH2:10]O[S:6](=[O:8])(=[O:7])[CH2:5][CH2:4]1.S(Cl)(Cl)=O.[F-:15].[K+], predict the reaction product. The product is: [CH3:1][O:2][CH2:10][CH2:3][CH2:4][CH2:5][S:6]([F:15])(=[O:8])=[O:7]. (4) Given the reactants [NH2:1][C:2]1[CH:6]=[CH:5][S:4][C:3]=1[C:7]([O:9][CH3:10])=[O:8].[F:11][C:12]1[C:13]([CH3:22])=[C:14]([S:18](Cl)(=[O:20])=[O:19])[CH:15]=[CH:16][CH:17]=1, predict the reaction product. The product is: [F:11][C:12]1[C:13]([CH3:22])=[C:14]([S:18]([NH:1][C:2]2[CH:6]=[CH:5][S:4][C:3]=2[C:7]([O:9][CH3:10])=[O:8])(=[O:20])=[O:19])[CH:15]=[CH:16][CH:17]=1. (5) Given the reactants [C:1]([C:5]1[CH:10]=[CH:9][C:8]([S:11]([NH:14][C:15]2[CH:16]=[C:17]3[C:21](=[CH:22][CH:23]=2)[NH:20][C:19]([C:24](O)=[O:25])=[C:18]3[C:27]2[CH:32]=[CH:31][CH:30]=[C:29]([C:33]([F:36])([F:35])[F:34])[CH:28]=2)(=[O:13])=[O:12])=[CH:7][CH:6]=1)([CH3:4])([CH3:3])[CH3:2].[CH3:37][N:38]([CH3:42])[CH2:39][CH2:40][NH2:41], predict the reaction product. The product is: [CH3:37][N:38]([CH3:42])[CH2:39][CH2:40][NH:41][C:24]([C:19]1[NH:20][C:21]2[C:17]([C:18]=1[C:27]1[CH:32]=[CH:31][CH:30]=[C:29]([C:33]([F:36])([F:34])[F:35])[CH:28]=1)=[CH:16][C:15]([NH:14][S:11]([C:8]1[CH:9]=[CH:10][C:5]([C:1]([CH3:4])([CH3:3])[CH3:2])=[CH:6][CH:7]=1)(=[O:13])=[O:12])=[CH:23][CH:22]=2)=[O:25].